From a dataset of CYP2C9 inhibition data for predicting drug metabolism from PubChem BioAssay. Regression/Classification. Given a drug SMILES string, predict its absorption, distribution, metabolism, or excretion properties. Task type varies by dataset: regression for continuous measurements (e.g., permeability, clearance, half-life) or binary classification for categorical outcomes (e.g., BBB penetration, CYP inhibition). Dataset: cyp2c9_veith. (1) The drug is CO[C@@H](C(C)C)[C@@H](C)[C@@H]1OC(=O)C[C@@H]1O. The result is 0 (non-inhibitor). (2) The drug is Cc1cc(C)n2nc(-c3sccc3-n3cccc3)cc2n1. The result is 0 (non-inhibitor). (3) The compound is COc1ccccc1NC(=O)Cc1csc(NC(=S)Nc2ccc(C)cc2)n1. The result is 1 (inhibitor). (4) The compound is COc1cc(CNC(=O)CCCCCCC(C)C)ccc1O. The result is 1 (inhibitor). (5) The compound is c1ccc2c(CN3CCN(Cc4c[nH]c5ccccc45)CC3)c[nH]c2c1. The result is 0 (non-inhibitor). (6) The compound is CC[C@@H](CO)NC(=O)[C@H]1C=C2c3cccc4c3c(cn4C)C[C@H]2N(C)C1. The result is 0 (non-inhibitor). (7) The molecule is NCc1ccc(C(=O)O)cc1. The result is 0 (non-inhibitor). (8) The drug is C/C(=N\O)c1cccc[n+]1Cc1ccccc1. The result is 0 (non-inhibitor). (9) The drug is CC(=O)NCCNc1cc(-c2ccccc2CN(C)C)ncn1. The result is 0 (non-inhibitor).